Dataset: Forward reaction prediction with 1.9M reactions from USPTO patents (1976-2016). Task: Predict the product of the given reaction. (1) Given the reactants C([O:8][C:9]1[CH:14]=[CH:13][C:12]([C:15]2[C:16]([CH2:38][O:39][CH3:40])=[N:17][C:18]3[N:19]([N:22]=[CH:23][C:24]=3[C:25]3[CH:30]=[CH:29][C:28]([N:31]4[CH2:36][CH2:35][N:34]([CH3:37])[CH2:33][CH2:32]4)=[CH:27][CH:26]=3)[C:20]=2[NH2:21])=[CH:11][CH:10]=1)C1C=CC=CC=1.C1COCC1.[H][H], predict the reaction product. The product is: [NH2:21][C:20]1[N:19]2[N:22]=[CH:23][C:24]([C:25]3[CH:30]=[CH:29][C:28]([N:31]4[CH2:32][CH2:33][N:34]([CH3:37])[CH2:35][CH2:36]4)=[CH:27][CH:26]=3)=[C:18]2[N:17]=[C:16]([CH2:38][O:39][CH3:40])[C:15]=1[C:12]1[CH:11]=[CH:10][C:9]([OH:8])=[CH:14][CH:13]=1. (2) Given the reactants [S:1]1[CH:5]=[CH:4][CH:3]=[C:2]1[S:6]([NH:9][C:10]1[CH:11]=[CH:12][CH:13]=[C:14]2[C:18]=1[NH:17][C:16]([C:19]1[S:20][CH:21]([CH2:24][C:25]([O:27]CC)=[O:26])[CH2:22][N:23]=1)=[CH:15]2)(=[O:8])=[O:7].[OH-].[K+].Cl, predict the reaction product. The product is: [S:1]1[CH:5]=[CH:4][CH:3]=[C:2]1[S:6]([NH:9][C:10]1[CH:11]=[CH:12][CH:13]=[C:14]2[C:18]=1[NH:17][C:16]([C:19]1[S:20][CH:21]([CH2:24][C:25]([OH:27])=[O:26])[CH2:22][N:23]=1)=[CH:15]2)(=[O:8])=[O:7].